Task: Regression/Classification. Given a drug SMILES string, predict its absorption, distribution, metabolism, or excretion properties. Task type varies by dataset: regression for continuous measurements (e.g., permeability, clearance, half-life) or binary classification for categorical outcomes (e.g., BBB penetration, CYP inhibition). Dataset: hlm.. Dataset: Human liver microsome stability data The compound is CCN(CC)S(=O)(=O)c1ccc(C(CC2CCCC2)C(=O)Nc2nc3ccc(OC)nc3s2)cc1. The result is 1 (stable in human liver microsomes).